This data is from Forward reaction prediction with 1.9M reactions from USPTO patents (1976-2016). The task is: Predict the product of the given reaction. (1) Given the reactants C(OC([NH:11][C@H:12]1[CH2:17][CH2:16][C@@H:15]([NH:18][C:19](=[O:25])[O:20][C:21]([CH3:24])([CH3:23])[CH3:22])[CH2:14][C@H:13]1[CH2:26][O:27][CH3:28])=O)C1C=CC=CC=1, predict the reaction product. The product is: [NH2:11][C@H:12]1[CH2:17][CH2:16][C@@H:15]([NH:18][C:19](=[O:25])[O:20][C:21]([CH3:22])([CH3:23])[CH3:24])[CH2:14][C@H:13]1[CH2:26][O:27][CH3:28]. (2) The product is: [O:10]=[C:11]1[CH:16]=[CH:15][CH:14]=[CH:13][N:12]1[C:17]1[CH:18]=[CH:19][C:20]([C:21]([NH:48][CH2:49][C:50](=[O:51])[N:52]2[CH2:53][CH2:54][N:55]([C:58](=[O:69])[C:59]3[CH:64]=[CH:63][CH:62]=[CH:61][C:60]=3[C:65]([F:66])([F:68])[F:67])[CH2:56][CH2:57]2)=[O:23])=[CH:24][CH:25]=1. Given the reactants CCN(C(C)C)C(C)C.[O:10]=[C:11]1[CH:16]=[CH:15][CH:14]=[CH:13][N:12]1[C:17]1[CH:25]=[CH:24][C:20]([C:21]([OH:23])=O)=[CH:19][CH:18]=1.C1C=CC2N(O)N=NC=2C=1.CCN=C=NCCCN(C)C.Cl.[NH2:48][CH2:49][C:50]([N:52]1[CH2:57][CH2:56][N:55]([C:58](=[O:69])[C:59]2[CH:64]=[CH:63][CH:62]=[CH:61][C:60]=2[C:65]([F:68])([F:67])[F:66])[CH2:54][CH2:53]1)=[O:51], predict the reaction product. (3) Given the reactants [NH:1]1[C:9]2[C:4](=[CH:5][CH:6]=[CH:7][CH:8]=2)[C:3](/[CH:10]=[CH:11]/[C:12]2[CH:17]=[CH:16][CH:15]=[CH:14][C:13]=2[NH2:18])=[N:2]1.[N:19]1[CH:24]=[CH:23][N:22]=[CH:21][C:20]=1[C:25](O)=[O:26].O.ON1C2C=CC=CC=2N=N1.CN1CCOCC1.C(Cl)CCl.C(=O)([O-])O.[Na+], predict the reaction product. The product is: [NH:1]1[C:9]2[C:4](=[CH:5][CH:6]=[CH:7][CH:8]=2)[C:3](/[CH:10]=[CH:11]/[C:12]2[CH:17]=[CH:16][CH:15]=[CH:14][C:13]=2[NH:18][C:25]([C:20]2[CH:21]=[N:22][CH:23]=[CH:24][N:19]=2)=[O:26])=[N:2]1. (4) Given the reactants [F:1][C:2]1[CH:10]=[CH:9][C:5]([C:6]([O-:8])=[O:7])=[CH:4][C:3]=1[NH2:11].N1C=CC=[CH:14][CH:13]=1.Cl[C:19]([O:21][CH2:22][CH:23]=[CH2:24])=[O:20], predict the reaction product. The product is: [F:1][C:2]1[CH:10]=[CH:9][C:5]([C:6]([O:8][CH2:13][CH3:14])=[O:7])=[CH:4][C:3]=1[NH:11][C:19]([O:21][CH2:22][CH:23]=[CH2:24])=[O:20].